This data is from Full USPTO retrosynthesis dataset with 1.9M reactions from patents (1976-2016). The task is: Predict the reactants needed to synthesize the given product. (1) Given the product [Cl:17][C:2]1[N:9]=[C:8]([CH3:10])[CH:7]=[C:6]([C:11]([F:14])([F:13])[F:12])[C:3]=1[C:4]#[N:5], predict the reactants needed to synthesize it. The reactants are: O[C:2]1[N:9]=[C:8]([CH3:10])[CH:7]=[C:6]([C:11]([F:14])([F:13])[F:12])[C:3]=1[C:4]#[N:5].P(Cl)(Cl)([Cl:17])=O. (2) Given the product [C:20]([O:19][C:17](=[O:18])[CH2:16][N:8]1[C:4]2=[N:5][CH:6]=[N:7][C:2]([NH2:1])=[C:3]2[C:10]([C:11]2[NH:15][CH:14]=[CH:13][N:12]=2)=[N:9]1)([CH3:23])([CH3:21])[CH3:22], predict the reactants needed to synthesize it. The reactants are: [NH2:1][C:2]1[N:7]=[CH:6][N:5]=[C:4]2[N:8]([CH2:16][C:17]([O:19][C:20]([CH3:23])([CH3:22])[CH3:21])=[O:18])[N:9]=[C:10]([C:11]3[NH:12][CH2:13][CH2:14][N:15]=3)[C:3]=12.CC(OI1(OC(C)=O)(OC(C)=O)OC(=O)C2C=CC=CC1=2)=O.[O-]S([O-])(=S)=O.[Na+].[Na+].[OH-].[Na+]. (3) Given the product [CH:1]1([NH:4][C:5]2[C:6]([CH3:18])=[C:7]([CH:11]=[CH:12][C:13]=2[S:14]([CH3:17])(=[O:16])=[O:15])[C:8]([C:21]2[CH:22]=[N:23][N:24]([CH3:25])[C:20]=2[OH:19])=[O:10])[CH2:2][CH2:3]1, predict the reactants needed to synthesize it. The reactants are: [CH:1]1([NH:4][C:5]2[C:6]([CH3:18])=[C:7]([CH:11]=[CH:12][C:13]=2[S:14]([CH3:17])(=[O:16])=[O:15])[C:8]([OH:10])=O)[CH2:3][CH2:2]1.[OH:19][C:20]1[N:24]([CH3:25])[N:23]=[CH:22][CH:21]=1.Cl.CN(C)CCCN=C=NCC.CCN(CC)CC.[Si](C#N)(C)(C)C.[C-]#N.[K+]. (4) The reactants are: [NH2:1][C:2]1[C:7]([I:8])=[CH:6][C:5]([S:9][CH3:10])=[CH:4][N:3]=1.[C:11]1([S:17](Cl)(=[O:19])=[O:18])[CH:16]=[CH:15][CH:14]=[CH:13][CH:12]=1.O. Given the product [C:11]1([S:17]([NH:1][C:2]2[C:7]([I:8])=[CH:6][C:5]([S:9][CH3:10])=[CH:4][N:3]=2)(=[O:19])=[O:18])[CH:16]=[CH:15][CH:14]=[CH:13][CH:12]=1, predict the reactants needed to synthesize it. (5) Given the product [C:21]([NH:1][C@@H:2]([CH2:6][CH2:7][C:8]([NH:10][C@H:11]([C:14]([NH:16][CH2:17][C:18]([OH:20])=[O:19])=[O:15])[CH2:12][SH:13])=[O:9])[C:3]([OH:5])=[O:4])(=[O:23])[CH3:22], predict the reactants needed to synthesize it. The reactants are: [NH2:1][C@@H:2]([CH2:6][CH2:7][C:8]([NH:10][C@H:11]([C:14]([NH:16][CH2:17][C:18]([OH:20])=[O:19])=[O:15])[CH2:12][SH:13])=[O:9])[C:3]([OH:5])=[O:4].[C:21](OC(=O)C)(=[O:23])[CH3:22].C(O)(=O)C.C(OCC)C. (6) The reactants are: [CH3:1][C:2]1[C:7]2[C:8]([CH2:11][N:12]3[C:16]4[CH:17]=[CH:18][CH:19]=[CH:20][C:15]=4[N:14]=[C:13]3[S:21][CH2:22][CH2:23][CH2:24][C:25]([OH:27])=[O:26])=[CH:9][S:10][C:6]=2[CH:5]=[CH:4][CH:3]=1.C(O)(=O)C.[CH3:32][S:33]([OH:36])(=[O:35])=[O:34]. Given the product [CH3:32][S:33]([OH:36])(=[O:35])=[O:34].[CH3:1][C:2]1[C:7]2[C:8]([CH2:11][N:12]3[C:16]4[CH:17]=[CH:18][CH:19]=[CH:20][C:15]=4[N:14]=[C:13]3[S:21][CH2:22][CH2:23][CH2:24][C:25]([OH:27])=[O:26])=[CH:9][S:10][C:6]=2[CH:5]=[CH:4][CH:3]=1, predict the reactants needed to synthesize it.